Task: Predict the reaction yield, written as a fraction of the theoretical maximum amount of product (1.0 means a 100% yield; for example, 0.34 means a 34% yield).. Dataset: Reaction yield outcomes from USPTO patents with 853,638 reactions (1) The reactants are [Br:1][C:2]1[C:3]([F:12])=[C:4]2[C:10]([NH2:11])=[CH:9][NH:8][C:5]2=[N:6][CH:7]=1.[CH3:13][C:14]1[O:15][CH:16]=[C:17]([C:19](O)=[O:20])[N:18]=1.C(N(CC)CC)C.C1N(P(Cl)(N2C(=O)OCC2)=O)C(=O)OC1.O[Li].O. The catalyst is C(Cl)Cl.O. The product is [Br:1][C:2]1[C:3]([F:12])=[C:4]2[C:10]([NH:11][C:19]([C:17]3[N:18]=[C:14]([CH3:13])[O:15][CH:16]=3)=[O:20])=[CH:9][NH:8][C:5]2=[N:6][CH:7]=1. The yield is 0.560. (2) The reactants are [C:1]([O:5][C:6](=[O:11])[NH:7][CH2:8][CH2:9]Br)([CH3:4])([CH3:3])[CH3:2].C(=O)([O-])[O-].[K+].[K+].[CH3:18][N:19]([CH3:31])[C:20]1([C:26]2[S:27][CH:28]=[CH:29][CH:30]=2)[CH2:25][CH2:24][NH:23][CH2:22][CH2:21]1.CO.C(Cl)(Cl)Cl. The catalyst is C1COCC1. The product is [CH3:18][N:19]([CH3:31])[C:20]1([C:26]2[S:27][CH:28]=[CH:29][CH:30]=2)[CH2:25][CH2:24][N:23]([CH2:9][CH2:8][NH:7][C:6](=[O:11])[O:5][C:1]([CH3:4])([CH3:3])[CH3:2])[CH2:22][CH2:21]1. The yield is 0.760. (3) The reactants are [Cl:1][C:2]1[C:7]2[C:8](=[O:22])[N:9]([CH2:11][C:12]3[CH:17]=[CH:16][C:15]([O:18][CH3:19])=[CH:14][C:13]=3[O:20][CH3:21])[CH2:10][C:6]=2[C:5]([F:23])=[C:4](Cl)[N:3]=1.[NH2:25][C@@H:26]1[CH2:31][CH2:30][CH2:29][CH2:28][C@@H:27]1[NH:32][C:33](=[O:39])[O:34][C:35]([CH3:38])([CH3:37])[CH3:36].C(N(C(C)C)CC)(C)C.O. The catalyst is C(#N)C.CCOC(C)=O. The product is [Cl:1][C:2]1[C:7]2[C:8](=[O:22])[N:9]([CH2:11][C:12]3[CH:17]=[CH:16][C:15]([O:18][CH3:19])=[CH:14][C:13]=3[O:20][CH3:21])[CH2:10][C:6]=2[C:5]([F:23])=[C:4]([NH:25][C@@H:26]2[CH2:31][CH2:30][CH2:29][CH2:28][C@@H:27]2[NH:32][C:33](=[O:39])[O:34][C:35]([CH3:37])([CH3:36])[CH3:38])[N:3]=1. The yield is 0.466. (4) The reactants are [N:1]1[CH:6]=[CH:5][CH:4]=[CH:3][C:2]=1[C:7]1[C:11]([O:12][C:13]2[CH:18]=[CH:17][N:16]=[C:15]([NH:19][C:20]3[CH:21]=[CH:22][C:23]([C:26]([OH:29])([CH3:28])[CH3:27])=[N:24][CH:25]=3)[CH:14]=2)=[CH:10][N:9](COCC[Si](C)(C)C)[N:8]=1.C([SiH](CC)CC)C. The catalyst is FC(F)(F)C(O)=O. The product is [N:1]1[CH:6]=[CH:5][CH:4]=[CH:3][C:2]=1[C:7]1[C:11]([O:12][C:13]2[CH:18]=[CH:17][N:16]=[C:15]([NH:19][C:20]3[CH:21]=[CH:22][C:23]([C:26]([OH:29])([CH3:27])[CH3:28])=[N:24][CH:25]=3)[CH:14]=2)=[CH:10][NH:9][N:8]=1. The yield is 0.449. (5) The yield is 0.545. The product is [S:18]1[CH:19]=[C:15]([N:10]2[CH2:11][CH2:12][N:8]([C:3]3[CH:4]=[N:5][CH:6]=[CH:7][C:2]=3[CH3:1])[C:9]2=[O:13])[CH:16]=[N:17]1. The catalyst is [Cu](I)I.O1CCOCC1. The reactants are [CH3:1][C:2]1[CH:7]=[CH:6][N:5]=[CH:4][C:3]=1[N:8]1[CH2:12][CH2:11][NH:10][C:9]1=[O:13].Br[C:15]1[CH:16]=[N:17][S:18][CH:19]=1.N[C@@H]1CCCC[C@H]1N.P([O-])([O-])([O-])=O.[K+].[K+].[K+]. (6) The reactants are [N+:1]([C:4]1[CH:5]=[CH:6][C:7]2[N:12]([CH2:13][CH2:14][CH2:15][N:16]3[CH2:20][CH2:19][CH2:18][CH2:17]3)[CH2:11][CH2:10][S:9][C:8]=2[CH:21]=1)([O-])=O.O.NN. The catalyst is CO.[Ni]. The product is [N:16]1([CH2:15][CH2:14][CH2:13][N:12]2[CH2:11][CH2:10][S:9][C:8]3[CH:21]=[C:4]([NH2:1])[CH:5]=[CH:6][C:7]2=3)[CH2:20][CH2:19][CH2:18][CH2:17]1. The yield is 0.910. (7) The reactants are P(Cl)(Cl)(Cl)(Cl)Cl.O=P(Cl)(Cl)[Cl:9].O[C:13]1[CH:18]=[CH:17][N:16]=[CH:15][C:14]=1[N+:19]([O-:21])=[O:20]. No catalyst specified. The product is [Cl:9][C:13]1[CH:18]=[CH:17][N:16]=[CH:15][C:14]=1[N+:19]([O-:21])=[O:20]. The yield is 0.760.